Dataset: Reaction yield outcomes from USPTO patents with 853,638 reactions. Task: Predict the reaction yield, written as a fraction of the theoretical maximum amount of product (1.0 means a 100% yield; for example, 0.34 means a 34% yield). The reactants are [CH2:1]([O:8][C:9]1[CH:17]=[C:16]([O:18][CH2:19][C:20]2[CH:25]=[CH:24][CH:23]=[CH:22][CH:21]=2)[C:15]([CH:26]([CH3:28])[CH3:27])=[CH:14][C:10]=1[C:11](O)=[O:12])[C:2]1[CH:7]=[CH:6][CH:5]=[CH:4][CH:3]=1.C(Cl)(=O)C(Cl)=O.[CH2:35]1[N:40]([C:41]2[CH:46]=[CH:45][C:44]([NH2:47])=[CH:43][CH:42]=2)[CH2:39][CH2:38][O:37][CH2:36]1.C(=O)([O-])O.[Na+]. The catalyst is O1CCCC1.N1C=CC=CC=1.CN(C)C=O.ClCCl. The product is [CH2:1]([O:8][C:9]1[CH:17]=[C:16]([O:18][CH2:19][C:20]2[CH:25]=[CH:24][CH:23]=[CH:22][CH:21]=2)[C:15]([CH:26]([CH3:27])[CH3:28])=[CH:14][C:10]=1[C:11]([NH:47][C:44]1[CH:43]=[CH:42][C:41]([N:40]2[CH2:35][CH2:36][O:37][CH2:38][CH2:39]2)=[CH:46][CH:45]=1)=[O:12])[C:2]1[CH:7]=[CH:6][CH:5]=[CH:4][CH:3]=1. The yield is 0.870.